From a dataset of Forward reaction prediction with 1.9M reactions from USPTO patents (1976-2016). Predict the product of the given reaction. Given the reactants Cl[C:2]1[O:6][N:5]=[C:4]([C:7]2[CH:12]=[CH:11][C:10]([CH3:13])=[C:9]([N+:14]([O-:16])=[O:15])[CH:8]=2)[N:3]=1.C([N:19]([CH2:22][CH3:23])[CH2:20]C)C.Cl.N1CCC1, predict the reaction product. The product is: [N:19]1([C:2]2[O:6][N:5]=[C:4]([C:7]3[CH:12]=[CH:11][C:10]([CH3:13])=[C:9]([N+:14]([O-:16])=[O:15])[CH:8]=3)[N:3]=2)[CH2:20][CH2:23][CH2:22]1.